This data is from Forward reaction prediction with 1.9M reactions from USPTO patents (1976-2016). The task is: Predict the product of the given reaction. (1) Given the reactants [OH:1][C@H:2]1[CH2:6][CH2:5][NH:4][CH2:3]1.[N:7]([C:10]1[CH:11]=[CH:12][C:13]([O:16][CH3:17])=[N:14][CH:15]=1)=[C:8]=[S:9], predict the reaction product. The product is: [OH:1][C@H:2]1[CH2:6][CH2:5][N:4]([C:8](=[S:9])[NH:7][C:10]2[CH:15]=[N:14][C:13]([O:16][CH3:17])=[CH:12][CH:11]=2)[CH2:3]1. (2) Given the reactants [NH2:1][C:2]1[CH:7]=[CH:6][CH:5]=[CH:4][C:3]=1[OH:8].Cl.[CH3:10][C:11](=O)[CH:12]=[CH:13][CH3:14].[OH-].[Na+], predict the reaction product. The product is: [CH3:10][C:11]1[CH:12]=[C:13]([CH3:14])[C:7]2[C:2](=[C:3]([OH:8])[CH:4]=[CH:5][CH:6]=2)[N:1]=1. (3) The product is: [CH2:1]([C@H:9]1[CH2:10][NH:11][CH2:12][CH2:13][NH:14]1)[CH2:2][C:3]1[CH:4]=[CH:5][CH:6]=[CH:7][CH:8]=1. Given the reactants [CH2:1]([C@@H:9]1[NH:14][C:13](=O)[CH2:12][NH:11][C:10]1=O)[CH2:2][C:3]1[CH:8]=[CH:7][CH:6]=[CH:5][CH:4]=1.[H-].[Al+3].[Li+].[H-].[H-].[H-].O.O.O.O.O.O.O.O.O.O.S([O-])([O-])(=O)=O.[Na+].[Na+].[H][H], predict the reaction product. (4) The product is: [C:3]([SiH2:7][O:8][C:9]([CH3:19])([CH3:18])[C:10]1[O:11][CH:12]=[C:13]([C:15](=[O:17])[CH3:16])[N:14]=1)([CH3:6])([CH3:4])[CH3:5]. Given the reactants N#N.[C:3]([SiH2:7][O:8][C:9]([CH3:19])([CH3:18])[C:10]1[O:11][CH:12]=[C:13]([CH:15]([OH:17])[CH3:16])[N:14]=1)([CH3:6])([CH3:5])[CH3:4], predict the reaction product.